Dataset: Forward reaction prediction with 1.9M reactions from USPTO patents (1976-2016). Task: Predict the product of the given reaction. (1) Given the reactants [Br:1][C:2]1[N:3]=[C:4]2[C:10]([C:11]([OH:13])=O)=[CH:9][N:8]([CH2:14][O:15][CH2:16][CH2:17][Si:18]([CH3:21])([CH3:20])[CH3:19])[C:5]2=[N:6][CH:7]=1.Cl.Cl.[O:24]1[CH:28]=[CH:27][N:26]=[C:25]1[CH:29]([NH2:31])[CH3:30].C(N(CC)C(C)C)(C)C.CN(C(ON1N=NC2C=CC=NC1=2)=[N+](C)C)C.F[P-](F)(F)(F)(F)F, predict the reaction product. The product is: [O:24]1[CH:28]=[CH:27][N:26]=[C:25]1[CH:29]([NH:31][C:11]([C:10]1[C:4]2[C:5](=[N:6][CH:7]=[C:2]([Br:1])[N:3]=2)[N:8]([CH2:14][O:15][CH2:16][CH2:17][Si:18]([CH3:21])([CH3:20])[CH3:19])[CH:9]=1)=[O:13])[CH3:30]. (2) Given the reactants [CH3:1][C@H:2]1[CH2:7][N:6]2[N:8]=[CH:9][C:10]([N:11]3[CH:15]=[C:14]([C:16](OC)=[O:17])[CH:13]=[N:12]3)=[C:5]2[CH2:4][N:3]1[C:20](=[O:31])[NH:21][C:22]1[CH:27]=[C:26]([F:28])[C:25]([F:29])=[C:24]([F:30])[CH:23]=1.[H-].[H-].[H-].[H-].[Li+].[Al+3], predict the reaction product. The product is: [OH:17][CH2:16][C:14]1[CH:13]=[N:12][N:11]([C:10]2[CH:9]=[N:8][N:6]3[CH2:7][C@H:2]([CH3:1])[N:3]([C:20]([NH:21][C:22]4[CH:27]=[C:26]([F:28])[C:25]([F:29])=[C:24]([F:30])[CH:23]=4)=[O:31])[CH2:4][C:5]=23)[CH:15]=1. (3) Given the reactants [C:1]1([C:7]2[C:8]3[C:13]([C:14]([C:24]4[CH:29]=[CH:28][CH:27]=[CH:26][CH:25]=4)=[C:15]4[C:20]=2[CH:19]=[C:18](B(O)O)[CH:17]=[CH:16]4)=[CH:12][CH:11]=[CH:10][CH:9]=3)[CH:6]=[CH:5][CH:4]=[CH:3][CH:2]=1.Br[C:31]1[CH:36]=[CH:35][C:34]([Br:37])=[CH:33][CH:32]=1.C(=O)([O-])[O-].[Na+].[Na+], predict the reaction product. The product is: [Br:37][C:34]1[CH:35]=[CH:36][C:31]([C:11]2[CH:10]=[CH:9][C:8]3[C:13](=[C:14]([C:24]4[CH:29]=[CH:28][CH:27]=[CH:26][CH:25]=4)[C:15]4[C:20]([C:7]=3[C:1]3[CH:2]=[CH:3][CH:4]=[CH:5][CH:6]=3)=[CH:19][CH:18]=[CH:17][CH:16]=4)[CH:12]=2)=[CH:32][CH:33]=1. (4) Given the reactants [NH2:1][C:2]1[CH:9]=[C:8]([O:10][CH3:11])[CH:7]=[CH:6][C:3]=1[C:4]#[N:5].[N:12]([O-])=O.[Na+], predict the reaction product. The product is: [CH3:11][O:10][C:8]1[CH:9]=[C:2]2[C:3]([C:4]([NH2:12])=[N:5][NH:1]2)=[CH:6][CH:7]=1. (5) Given the reactants [CH3:1][C:2]1([CH3:14])[CH2:7][CH2:6][CH:5]([CH2:8][C:9]([O:11]CC)=[O:10])[CH2:4][CH2:3]1.[OH-].[Na+], predict the reaction product. The product is: [CH3:1][C:2]1([CH3:14])[CH2:3][CH2:4][CH:5]([CH2:8][C:9]([OH:11])=[O:10])[CH2:6][CH2:7]1.